The task is: Predict the product of the given reaction.. This data is from Forward reaction prediction with 1.9M reactions from USPTO patents (1976-2016). Given the reactants [F:1][C:2]1[CH:10]=[CH:9][C:5]([C:6]([NH2:8])=O)=[C:4]([C:11]([F:14])([F:13])[F:12])[CH:3]=1.COC1C=CC(P2(SP(C3C=CC(OC)=CC=3)(=S)S2)=[S:24])=CC=1, predict the reaction product. The product is: [F:1][C:2]1[CH:10]=[CH:9][C:5]([C:6](=[S:24])[NH2:8])=[C:4]([C:11]([F:14])([F:13])[F:12])[CH:3]=1.